Dataset: Reaction yield outcomes from USPTO patents with 853,638 reactions. Task: Predict the reaction yield, written as a fraction of the theoretical maximum amount of product (1.0 means a 100% yield; for example, 0.34 means a 34% yield). (1) The reactants are [H-].[Al+3].[Li+].[H-].[H-].[H-].[CH3:7][C:8]1[CH:9]=[C:10]2[C:15](=O)[O:14][C:12](=[O:13])[C:11]2=[CH:17][CH:18]=1.[OH-].[Na+].S([O-])([O-])(=O)=O.[Mg+2]. The catalyst is O1CCCC1.O. The product is [CH3:7][C:8]1[CH:18]=[CH:17][C:11]([CH2:12][OH:13])=[C:10]([CH2:15][OH:14])[CH:9]=1. The yield is 0.960. (2) The yield is 1.00. The reactants are OC1CCN(CC2C=CC=CC=2)CC1.C([N:22]1[CH2:27][CH2:26][CH:25]([O:28][C:29](=[O:43])[NH:30][C:31]2[CH:36]=[CH:35][CH:34]=[CH:33][C:32]=2[C:37]2[CH:42]=[CH:41][CH:40]=[CH:39][CH:38]=2)[CH2:24][CH2:23]1)C1C=CC=CC=1.Cl.C([O-])=O.[NH4+]. The catalyst is C(O)C. The product is [NH:22]1[CH2:23][CH2:24][CH:25]([O:28][C:29](=[O:43])[NH:30][C:31]2[CH:36]=[CH:35][CH:34]=[CH:33][C:32]=2[C:37]2[CH:42]=[CH:41][CH:40]=[CH:39][CH:38]=2)[CH2:26][CH2:27]1.